From a dataset of Catalyst prediction with 721,799 reactions and 888 catalyst types from USPTO. Predict which catalyst facilitates the given reaction. (1) The catalyst class is: 7. Reactant: Br[C:2]1[CH:7]=[CH:6][C:5]([O:8][CH2:9][CH2:10][C@@H:11]([CH3:18])[CH2:12][CH2:13][CH:14]=[C:15]([CH3:17])[CH3:16])=[CH:4][CH:3]=1.[B:19](OC)([O:22]C)[O:20]C.Cl. Product: [CH3:18][C@@H:11]([CH2:12][CH2:13][CH:14]=[C:15]([CH3:17])[CH3:16])[CH2:10][CH2:9][O:8][C:5]1[CH:6]=[CH:7][C:2]([B:19]([OH:22])[OH:20])=[CH:3][CH:4]=1. (2) Reactant: C[O:2][C:3]([C:5]1[CH:10]=[CH:9][C:8]([C:11]2[CH:16]=[CH:15][CH:14]=[C:13]([CH:17]([CH3:19])[CH3:18])[CH:12]=2)=[CH:7][N:6]=1)=[O:4].[OH-].[Na+]. Product: [CH:17]([C:13]1[CH:12]=[C:11]([C:8]2[CH:9]=[CH:10][C:5]([C:3]([OH:4])=[O:2])=[N:6][CH:7]=2)[CH:16]=[CH:15][CH:14]=1)([CH3:19])[CH3:18]. The catalyst class is: 5. (3) The catalyst class is: 60. Reactant: [F:1][C:2]1[CH:25]=[CH:24][CH:23]=[C:22]([F:26])[C:3]=1[C:4]([NH:6][C:7]1[CH:12]=[CH:11][C:10](B2OC(C)(C)C(C)(C)O2)=[CH:9][CH:8]=1)=[O:5].[CH3:27][O:28][C:29](=[O:38])[C:30]1[CH:35]=[CH:34][C:33]([CH3:36])=[C:32](Br)[CH:31]=1.C([O-])([O-])=O.[K+].[K+]. Product: [CH3:27][O:28][C:29]([C:30]1[CH:31]=[C:32]([C:10]2[CH:9]=[CH:8][C:7]([NH:6][C:4](=[O:5])[C:3]3[C:22]([F:26])=[CH:23][CH:24]=[CH:25][C:2]=3[F:1])=[CH:12][CH:11]=2)[C:33]([CH3:36])=[CH:34][CH:35]=1)=[O:38]. (4) Reactant: Cl.Cl[CH2:3][C:4]1[NH:8][C:7]2[CH:9]=[CH:10][CH:11]=[C:12]([C:13]([OH:15])=[O:14])[C:6]=2[N:5]=1.[CH2:16]([NH:18][CH:19]1[C:28]2[N:27]=[CH:26][CH:25]=[CH:24][C:23]=2[CH2:22][CH2:21][CH2:20]1)[CH3:17].C(N(CC)C(C)C)(C)C.[I-].[K+]. Product: [CH2:16]([N:18]([CH2:3][C:4]1[NH:8][C:7]2[CH:9]=[CH:10][CH:11]=[C:12]([C:13]([OH:15])=[O:14])[C:6]=2[N:5]=1)[CH:19]1[C:28]2[N:27]=[CH:26][CH:25]=[CH:24][C:23]=2[CH2:22][CH2:21][CH2:20]1)[CH3:17]. The catalyst class is: 10. (5) Reactant: [CH3:1][O:2][C:3](=[O:22])/[C:4](/[C:12]1[CH:17]=[CH:16][C:15]([S:18]([CH3:21])(=[O:20])=[O:19])=[CH:14][CH:13]=1)=[CH:5]/[CH:6]1[CH2:11][CH2:10][CH2:9][CH2:8][CH2:7]1.[BH4-].[Na+]. Product: [CH3:1][O:2][C:3](=[O:22])[CH:4]([C:12]1[CH:13]=[CH:14][C:15]([S:18]([CH3:21])(=[O:19])=[O:20])=[CH:16][CH:17]=1)[CH2:5][CH:6]1[CH2:7][CH2:8][CH2:9][CH2:10][CH2:11]1. The catalyst class is: 652. (6) Reactant: [Cl:1][C:2]1[CH:7]=[CH:6][CH:5]=[CH:4][C:3]=1[S:8][C:9]1[C:10]([NH:24][C:25]2[S:29][N:28]=[C:27]([CH:30]3[CH2:35][CH2:34][N:33](C(OC(C)(C)C)=O)[CH2:32][CH2:31]3)[N:26]=2)=[N:11][CH:12]=[C:13]([O:15][C:16]2[CH:21]=[CH:20][C:19]([CH:22]=[O:23])=[CH:18][CH:17]=2)[CH:14]=1.C(O)(C(F)(F)F)=O.C(=O)(O)[O-].[Na+]. Product: [Cl:1][C:2]1[CH:7]=[CH:6][CH:5]=[CH:4][C:3]=1[S:8][C:9]1[CH:14]=[C:13]([O:15][C:16]2[CH:17]=[CH:18][C:19]([CH:22]=[O:23])=[CH:20][CH:21]=2)[CH:12]=[N:11][C:10]=1[NH:24][C:25]1[S:29][N:28]=[C:27]([CH:30]2[CH2:35][CH2:34][NH:33][CH2:32][CH2:31]2)[N:26]=1. The catalyst class is: 2. (7) Reactant: [NH2:1][C:2]1[CH:6]=[CH:5][S:4][C:3]=1C(OC)=O.[OH-].[Na+].[C:13]([OH:18])(=[O:17])[C:14]([OH:16])=[O:15]. Product: [C:13]([OH:18])(=[O:17])[C:14]([OH:16])=[O:15].[NH2:1][C:2]1[CH:6]=[CH:5][S:4][CH:3]=1. The catalyst class is: 33.